Dataset: Peptide-MHC class I binding affinity with 185,985 pairs from IEDB/IMGT. Task: Regression. Given a peptide amino acid sequence and an MHC pseudo amino acid sequence, predict their binding affinity value. This is MHC class I binding data. (1) The peptide sequence is LHHKLKNGEF. The MHC is H-2-Kb with pseudo-sequence H-2-Kb. The binding affinity (normalized) is 0. (2) The binding affinity (normalized) is 0.710. The peptide sequence is WLPTGTLLV. The MHC is HLA-A02:02 with pseudo-sequence HLA-A02:02. (3) The peptide sequence is ALYEASTTY. The MHC is HLA-A03:01 with pseudo-sequence HLA-A03:01. The binding affinity (normalized) is 0.655. (4) The peptide sequence is EIKSLFNTI. The MHC is HLA-A02:03 with pseudo-sequence HLA-A02:03. The binding affinity (normalized) is 0.0847. (5) The peptide sequence is RILHNFAYSL. The MHC is HLA-A23:01 with pseudo-sequence HLA-A23:01. The binding affinity (normalized) is 0.221. (6) The peptide sequence is PPIPMSRLF. The MHC is HLA-B53:01 with pseudo-sequence HLA-B53:01. The binding affinity (normalized) is 0.513. (7) The peptide sequence is GGKKKYKL. The MHC is HLA-A33:01 with pseudo-sequence HLA-A33:01. The binding affinity (normalized) is 0.